Dataset: Reaction yield outcomes from USPTO patents with 853,638 reactions. Task: Predict the reaction yield, written as a fraction of the theoretical maximum amount of product (1.0 means a 100% yield; for example, 0.34 means a 34% yield). (1) The reactants are Cl[C:2]1[N:11]=[C:10]([N:12]([C:14]2[CH:19]=[CH:18][C:17]([O:20][CH3:21])=[CH:16][CH:15]=2)[CH3:13])[C:9]2[C:4](=[CH:5][CH:6]=[C:7]([N+:22]([O-:24])=[O:23])[CH:8]=2)[N:3]=1.CO.[CH3:27][NH:28][CH3:29]. No catalyst specified. The product is [CH3:27][N:28]([CH3:29])[C:2]1[N:11]=[C:10]([N:12]([C:14]2[CH:19]=[CH:18][C:17]([O:20][CH3:21])=[CH:16][CH:15]=2)[CH3:13])[C:9]2[C:4](=[CH:5][CH:6]=[C:7]([N+:22]([O-:24])=[O:23])[CH:8]=2)[N:3]=1. The yield is 0.790. (2) The reactants are [NH2:1][C:2]1[CH:3]=[C:4]([CH:22]=[CH:23][CH:24]=1)[O:5][C:6]1[CH:7]=[CH:8][C:9]2[N:10]([CH:12]=[C:13]([NH:15][C:16](=[O:21])[CH2:17][CH:18]3[CH2:20][CH2:19]3)[N:14]=2)[N:11]=1.[CH3:25][N:26]1[C:30]([C:31](Cl)=[O:32])=[CH:29][C:28]([CH3:34])=[N:27]1. The catalyst is CN(C)C(=O)C. The product is [CH:18]1([CH2:17][C:16]([NH:15][C:13]2[N:14]=[C:9]3[CH:8]=[CH:7][C:6]([O:5][C:4]4[CH:3]=[C:2]([NH:1][C:31]([C:30]5[N:26]([CH3:25])[N:27]=[C:28]([CH3:34])[CH:29]=5)=[O:32])[CH:24]=[CH:23][CH:22]=4)=[N:11][N:10]3[CH:12]=2)=[O:21])[CH2:19][CH2:20]1. The yield is 0.620. (3) The reactants are Cl[CH2:2][C:3]1[O:4][C:5]([C:8]2[CH:13]=[CH:12][C:11]([CH3:14])=[CH:10][CH:9]=2)=[N:6][N:7]=1.[Cl:15][C:16]1[CH:21]=[CH:20][CH:19]=[CH:18][C:17]=1[N:22]1[C:26]([C:27]2[CH:32]=[CH:31][N:30]=[C:29]([Cl:33])[CH:28]=2)=[N:25][N:24]=[C:23]1[SH:34].C([O-])([O-])=O.[K+].[K+]. The catalyst is C(#N)C. The product is [C:11]1([CH3:14])[CH:12]=[CH:13][C:8]([C:5]2[O:4][C:3]([CH2:2][S:34][C:23]3[N:22]([C:17]4[CH:18]=[CH:19][CH:20]=[CH:21][C:16]=4[Cl:15])[C:26]([C:27]4[CH:32]=[CH:31][N:30]=[C:29]([Cl:33])[CH:28]=4)=[N:25][N:24]=3)=[N:7][N:6]=2)=[CH:9][CH:10]=1. The yield is 0.930. (4) The reactants are [Br:1][C:2]1[CH:3]=[C:4]([C:15]([NH:17][CH2:18][C:19]2[C:20]([O:28]C)=[N:21][C:22]([CH2:26][OH:27])=[CH:23][C:24]=2[CH3:25])=[O:16])[C:5]2[C:6]([CH3:14])=[CH:7][N:8]([CH:11]([CH3:13])[CH3:12])[C:9]=2[CH:10]=1.Cl. The catalyst is O1CCCC1. The product is [Br:1][C:2]1[CH:3]=[C:4]([C:15]([NH:17][CH2:18][C:19]2[C:20](=[O:28])[NH:21][C:22]([CH2:26][OH:27])=[CH:23][C:24]=2[CH3:25])=[O:16])[C:5]2[C:6]([CH3:14])=[CH:7][N:8]([CH:11]([CH3:13])[CH3:12])[C:9]=2[CH:10]=1. The yield is 0.390. (5) The reactants are F[C:2]1[CH:15]=[CH:14][C:5]([C:6]([C:8]2[CH:13]=[CH:12][CH:11]=[CH:10][CH:9]=2)=[O:7])=[CH:4][CH:3]=1.[NH:16]([CH2:20][CH2:21][OH:22])[CH2:17][CH2:18][OH:19]. No catalyst specified. The product is [OH:19][CH2:18][CH2:17][N:16]([CH2:20][CH2:21][OH:22])[C:2]1[CH:15]=[CH:14][C:5]([C:6]([C:8]2[CH:13]=[CH:12][CH:11]=[CH:10][CH:9]=2)=[O:7])=[CH:4][CH:3]=1. The yield is 0.620. (6) The reactants are [F:1][C:2]1[CH:7]=[CH:6][CH:5]=[C:4]([O:8][CH3:9])[C:3]=1[C:10]1[NH:19][C:18](=O)[C:17]2[C:12](=[CH:13][C:14]([CH3:21])=[CH:15][CH:16]=2)[N:11]=1.CN(C)C1C=CC=CC=1.O=P(Cl)(Cl)[Cl:33].C([O-])(O)=O.[Na+]. The catalyst is C1C=CC=CC=1.C(Cl)Cl. The product is [Cl:33][C:18]1[C:17]2[C:12](=[CH:13][C:14]([CH3:21])=[CH:15][CH:16]=2)[N:11]=[C:10]([C:3]2[C:4]([O:8][CH3:9])=[CH:5][CH:6]=[CH:7][C:2]=2[F:1])[N:19]=1. The yield is 0.880. (7) The reactants are [F:1][C:2]1[CH:3]=[C:4]([OH:8])[CH:5]=[CH:6][CH:7]=1.Br[CH2:10][CH2:11][CH2:12][C:13]([O:15][CH2:16][CH3:17])=[O:14].C([O-])([O-])=O.[Cs+].[Cs+].O. The catalyst is CN(C=O)C. The product is [F:1][C:2]1[CH:3]=[C:4]([CH:5]=[CH:6][CH:7]=1)[O:8][CH2:10][CH2:11][CH2:12][C:13]([O:15][CH2:16][CH3:17])=[O:14]. The yield is 0.990. (8) The reactants are CC1(C)C2C=CC=C(P(C3C=CC=CC=3)C3C=CC=CC=3)C=2OC2C1=CC=CC=2P(C1C=CC=CC=1)C1C=CC=CC=1.Br[C:44]1[CH:45]=[CH:46][CH:47]=[C:48]2[C:53]=1[CH:52]=[N:51][C:50]([NH:54][C:55]1[N:56]=[CH:57][C:58]([C:61]#[N:62])=[N:59][CH:60]=1)=[CH:49]2.[CH2:63]([CH2:65][NH2:66])[OH:64].C(=O)([O-])[O-].[Cs+].[Cs+]. The catalyst is C1(C)C=CC=CC=1.CN(C=O)C.C1C=CC(/C=C/C(/C=C/C2C=CC=CC=2)=O)=CC=1.C1C=CC(/C=C/C(/C=C/C2C=CC=CC=2)=O)=CC=1.C1C=CC(/C=C/C(/C=C/C2C=CC=CC=2)=O)=CC=1.[Pd].[Pd]. The product is [OH:64][CH2:63][CH2:65][NH:66][C:44]1[CH:45]=[CH:46][CH:47]=[C:48]2[C:53]=1[CH:52]=[N:51][C:50]([NH:54][C:55]1[N:56]=[CH:57][C:58]([C:61]#[N:62])=[N:59][CH:60]=1)=[CH:49]2. The yield is 0.170. (9) The reactants are CO[C:3]([C:5]1[N:6]=[C:7]([C:23]#[N:24])[C:8]2[C:13]([C:14]=1[OH:15])=[CH:12][CH:11]=[C:10]([O:16][C:17]1[CH:22]=[CH:21][CH:20]=[CH:19][CH:18]=1)[CH:9]=2)=[O:4].[NH2:25][CH2:26][C:27]([CH3:32])([CH3:31])[C:28]([OH:30])=[O:29].C[O-].[Na+].CO. No catalyst specified. The product is [C:23]([C:7]1[C:8]2[C:13](=[CH:12][CH:11]=[C:10]([O:16][C:17]3[CH:22]=[CH:21][CH:20]=[CH:19][CH:18]=3)[CH:9]=2)[C:14]([OH:15])=[C:5]([C:3]([NH:25][CH2:26][C:27]([CH3:32])([CH3:31])[C:28]([OH:30])=[O:29])=[O:4])[N:6]=1)#[N:24]. The yield is 0.510.